Dataset: Catalyst prediction with 721,799 reactions and 888 catalyst types from USPTO. Task: Predict which catalyst facilitates the given reaction. (1) Reactant: C(OC(=O)[NH:7][C@H:8]1[C@H:17]([O:18][CH3:19])[CH2:16][C:15]2[C:10](=[CH:11][C:12]([OH:20])=[CH:13][CH:14]=2)[C:9]1([CH2:23][CH3:24])[CH2:21][CH3:22])(C)(C)C.Cl.O1CCOCC1. Product: [NH2:7][C@@H:8]1[C:9]([CH2:23][CH3:24])([CH2:21][CH3:22])[C:10]2[CH:11]=[C:12]([OH:20])[CH:13]=[CH:14][C:15]=2[CH2:16][C@H:17]1[O:18][CH3:19]. The catalyst class is: 4. (2) Reactant: [F:1][C:2]([F:32])([F:31])[C:3]1[CH:4]=[C:5]([CH:24]=[C:25]([C:27]([F:30])([F:29])[F:28])[CH:26]=1)[C:6]([N:8]1[CH2:13][CH2:12][CH2:11][CH:10]([C:14]([NH:16][C:17]2[CH:22]=[CH:21][C:20]([Cl:23])=[CH:19][CH:18]=2)=O)[CH2:9]1)=O.[H-].[Al+3].[Li+].[H-].[H-].[H-].O.[OH-].[Na+]. Product: [F:32][C:2]([F:1])([F:31])[C:3]1[CH:4]=[C:5]([CH:24]=[C:25]([C:27]([F:28])([F:29])[F:30])[CH:26]=1)[CH2:6][N:8]1[CH2:13][CH2:12][CH2:11][CH:10]([CH2:14][NH:16][C:17]2[CH:18]=[CH:19][C:20]([Cl:23])=[CH:21][CH:22]=2)[CH2:9]1. The catalyst class is: 7. (3) Reactant: FC(F)(F)C([O-])=O.[CH3:8][C:9]1([CH3:41])[CH2:14][C:13](=[O:15])[CH2:12][CH2:11][CH:10]1[C:16]([C:18]1[S:19][C:20]([C:23]2[CH:24]=[C:25]([NH2+:30][C:31]3[N:36]=[C:35]([C:37]([F:40])([F:39])[F:38])[CH:34]=[CH:33][N:32]=3)[CH:26]=[C:27]([CH3:29])[CH:28]=2)=[CH:21][N:22]=1)=[O:17].[BH4-].[Na+]. Product: [OH:17][CH:16]([C:18]1[S:19][C:20]([C:23]2[CH:24]=[C:25]([NH:30][C:31]3[N:36]=[C:35]([C:37]([F:39])([F:40])[F:38])[CH:34]=[CH:33][N:32]=3)[CH:26]=[C:27]([CH3:29])[CH:28]=2)=[CH:21][N:22]=1)[CH:10]1[CH2:11][CH2:12][CH:13]([OH:15])[CH2:14][C:9]1([CH3:8])[CH3:41]. The catalyst class is: 5. (4) Reactant: [CH2:1]([O:3][C:4]1[CH:9]=[C:8]([N+:10]([O-:12])=[O:11])[CH:7]=[CH:6][C:5]=1[C:13]1[O:17][C:16]([NH:18][CH2:19][CH2:20][CH2:21][N:22]2[CH2:27][CH2:26][CH2:25][CH2:24][CH2:23]2)=[N:15][N:14]=1)[CH3:2].[C:28]([O:32][C:33](O[C:33]([O:32][C:28]([CH3:31])([CH3:30])[CH3:29])=[O:34])=[O:34])([CH3:31])([CH3:30])[CH3:29].C(N(CC)CC)C. Product: [CH2:1]([O:3][C:4]1[CH:9]=[C:8]([N+:10]([O-:12])=[O:11])[CH:7]=[CH:6][C:5]=1[C:13]1[O:17][C:16]([N:18]([CH2:19][CH2:20][CH2:21][N:22]2[CH2:27][CH2:26][CH2:25][CH2:24][CH2:23]2)[C:33](=[O:34])[O:32][C:28]([CH3:31])([CH3:30])[CH3:29])=[N:15][N:14]=1)[CH3:2]. The catalyst class is: 4.